This data is from Full USPTO retrosynthesis dataset with 1.9M reactions from patents (1976-2016). The task is: Predict the reactants needed to synthesize the given product. Given the product [NH2:7][C@H:8]1[CH2:12][C:11](=[O:13])[N:10]([C@H:14]2[CH2:19][CH2:18][C@@H:17]([N:20]([CH:22]([CH3:23])[CH3:24])[CH3:21])[CH2:16][C@H:15]2[CH2:25][S:26]([C:29]2[CH:30]=[CH:31][CH:32]=[CH:33][CH:34]=2)(=[O:28])=[O:27])[C:9]1=[O:35], predict the reactants needed to synthesize it. The reactants are: C(OC(=O)[NH:7][C@H:8]1[CH2:12][C:11](=[O:13])[N:10]([C@H:14]2[CH2:19][CH2:18][C@@H:17]([N:20]([CH:22]([CH3:24])[CH3:23])[CH3:21])[CH2:16][C@H:15]2[CH2:25][S:26]([C:29]2[CH:34]=[CH:33][CH:32]=[CH:31][CH:30]=2)(=[O:28])=[O:27])[C:9]1=[O:35])(C)(C)C.C(O)(C(F)(F)F)=O.